From a dataset of Reaction yield outcomes from USPTO patents with 853,638 reactions. Predict the reaction yield, written as a fraction of the theoretical maximum amount of product (1.0 means a 100% yield; for example, 0.34 means a 34% yield). (1) The reactants are Cl[CH2:2][C:3]1[N:12]([C:13]2[CH:18]=[CH:17][CH:16]=[CH:15][C:14]=2[Cl:19])[C:11](=[O:20])[C:10]2[C:5](=[CH:6][C:7]([O:23][CH3:24])=[C:8]([O:21][CH3:22])[CH:9]=2)[N:4]=1.O.[SH:26][C:27]1[N:35]=[CH:34][N:33]=[C:32]2[C:28]=1[NH:29][CH:30]=[N:31]2.C([O-])([O-])=O.[K+].[K+]. The catalyst is CN(C=O)C. The product is [Cl:19][C:14]1[CH:15]=[CH:16][CH:17]=[CH:18][C:13]=1[N:12]1[C:11](=[O:20])[C:10]2[C:5](=[CH:6][C:7]([O:23][CH3:24])=[C:8]([O:21][CH3:22])[CH:9]=2)[N:4]=[C:3]1[CH2:2][S:26][C:27]1[N:35]=[CH:34][N:33]=[C:32]2[C:28]=1[N:29]=[CH:30][NH:31]2. The yield is 0.650. (2) The reactants are Cl[C:2]1[CH:3]=[CH:4][C:5]([N+:10]([O-:12])=[O:11])=[C:6]([O:8][CH3:9])[CH:7]=1.[CH3:13][PH:14](=[O:16])[CH3:15].CC1(C)C2C(=C(P(C3C=CC=CC=3)C3C=CC=CC=3)C=CC=2)OC2C(P(C3C=CC=CC=3)C3C=CC=CC=3)=CC=CC1=2.P([O-])([O-])([O-])=O.[K+].[K+].[K+]. The catalyst is CN(C=O)C.C([O-])(=O)C.[Pd+2].C([O-])(=O)C. The product is [CH3:9][O:8][C:6]1[CH:7]=[C:2]([P:14](=[O:16])([CH3:15])[CH3:13])[CH:3]=[CH:4][C:5]=1[N+:10]([O-:12])=[O:11]. The yield is 0.300. (3) The reactants are Cl[C:2]1[CH:7]=[CH:6][CH:5]=[CH:4][C:3]=1[O:8][CH3:9].[C:10]1(B(O)O)[CH:15]=[CH:14][CH:13]=[CH:12][CH:11]=1.[F-].[Cs+]. The catalyst is O1CCOCC1. The product is [C:10]1([C:2]2[CH:7]=[CH:6][CH:5]=[CH:4][C:3]=2[O:8][CH3:9])[CH:15]=[CH:14][CH:13]=[CH:12][CH:11]=1. The yield is 0.900. (4) The reactants are [C:1]([S:20][CH2:21][CH2:22]/[CH:23]=[CH:24]/[C:25]#N)([C:14]1[CH:19]=[CH:18][CH:17]=[CH:16][CH:15]=1)([C:8]1[CH:13]=[CH:12][CH:11]=[CH:10][CH:9]=1)[C:2]1[CH:7]=[CH:6][CH:5]=[CH:4][CH:3]=1.CC(C[AlH]CC(C)C)C.[OH2:36]. The catalyst is C1(C)C=CC=CC=1. The product is [C:1]([S:20][CH2:21][CH2:22]/[CH:23]=[CH:24]/[CH:25]=[O:36])([C:14]1[CH:19]=[CH:18][CH:17]=[CH:16][CH:15]=1)([C:8]1[CH:13]=[CH:12][CH:11]=[CH:10][CH:9]=1)[C:2]1[CH:7]=[CH:6][CH:5]=[CH:4][CH:3]=1. The yield is 0.900. (5) The reactants are [C:1]1([S:7]([N:10]2[C:18]3[C:13](=[C:14]([C:19]4[CH:24]=[C:23]([N:25]5[CH2:30][CH2:29][O:28][CH2:27][CH2:26]5)[N:22]=[C:21]([CH2:31][CH2:32][NH2:33])[N:20]=4)[CH:15]=[CH:16][CH:17]=3)[CH:12]=[CH:11]2)(=[O:9])=[O:8])[CH:6]=[CH:5][CH:4]=[CH:3][CH:2]=1.C([O-])(O)=O.[Na+].F[C:40]1[CH:45]=[CH:44][C:43]([C:46]([F:49])([F:48])[F:47])=[CH:42][N:41]=1. The catalyst is C(#N)C. The product is [C:1]1([S:7]([N:10]2[C:18]3[C:13](=[C:14]([C:19]4[CH:24]=[C:23]([N:25]5[CH2:30][CH2:29][O:28][CH2:27][CH2:26]5)[N:22]=[C:21]([CH2:31][CH2:32][NH:33][C:40]5[CH:45]=[CH:44][C:43]([C:46]([F:49])([F:48])[F:47])=[CH:42][N:41]=5)[N:20]=4)[CH:15]=[CH:16][CH:17]=3)[CH:12]=[CH:11]2)(=[O:8])=[O:9])[CH:2]=[CH:3][CH:4]=[CH:5][CH:6]=1. The yield is 0.760. (6) The reactants are [Cl:1][C:2]1[CH:3]=[C:4]([C:8]2[CH:9]=[C:10]([OH:23])[C:11]([C:14]([NH:16][C:17]([CH3:22])([CH3:21])[C:18]([OH:20])=O)=[O:15])=[N:12][CH:13]=2)[CH:5]=[CH:6][CH:7]=1.[CH3:24][N:25](C)CCCN=C=NCC.ON1C2C=CC=CC=2N=N1.C(N(C(C)C)CC)(C)C.Cl.CN. The catalyst is CN(C=O)C. The product is [CH3:21][C:17]([NH:16][C:14]([C:11]1[C:10]([OH:23])=[CH:9][C:8]([C:4]2[CH:5]=[CH:6][CH:7]=[C:2]([Cl:1])[CH:3]=2)=[CH:13][N:12]=1)=[O:15])([C:18](=[O:20])[NH:25][CH3:24])[CH3:22]. The yield is 0.800. (7) The reactants are [C:1](Cl)(=[O:3])[CH3:2].[N:5]1([CH2:11][CH2:12][O:13][C:14]2[CH:19]=[CH:18][C:17]([CH:20]3[CH2:25][CH2:24][N:23]([C:26]4[CH:27]=[CH:28][C:29]5[N:30]([C:32]([C:35]([F:38])([F:37])[F:36])=[N:33][N:34]=5)[N:31]=4)[CH2:22][CH2:21]3)=[CH:16][CH:15]=2)[CH2:10][CH2:9][NH:8][CH2:7][CH2:6]1.C(N(CC)CC)C. The catalyst is C(Cl)Cl.O. The product is [C:1]([N:8]1[CH2:9][CH2:10][N:5]([CH2:11][CH2:12][O:13][C:14]2[CH:19]=[CH:18][C:17]([CH:20]3[CH2:25][CH2:24][N:23]([C:26]4[CH:27]=[CH:28][C:29]5[N:30]([C:32]([C:35]([F:38])([F:36])[F:37])=[N:33][N:34]=5)[N:31]=4)[CH2:22][CH2:21]3)=[CH:16][CH:15]=2)[CH2:6][CH2:7]1)(=[O:3])[CH3:2]. The yield is 0.350. (8) The reactants are C([O:3][C:4]([C:6]1[CH:7]=[C:8]2[C:13](=[CH:14][CH:15]=1)[NH:12][CH:11]([C:16]1[CH:17]=[C:18]([C:22]3[CH:27]=[CH:26][C:25]([C:28](=[O:34])[NH:29][C:30]([CH3:33])([CH3:32])[CH3:31])=[CH:24][CH:23]=3)[CH:19]=[CH:20][CH:21]=1)[C:10]([CH3:36])([CH3:35])[CH2:9]2)=[O:5])C.[OH-].[Na+].Cl. The catalyst is CO.O1CCCC1.O. The product is [C:30]([NH:29][C:28]([C:25]1[CH:24]=[CH:23][C:22]([C:18]2[CH:19]=[CH:20][CH:21]=[C:16]([CH:11]3[C:10]([CH3:36])([CH3:35])[CH2:9][C:8]4[C:13](=[CH:14][CH:15]=[C:6]([C:4]([OH:5])=[O:3])[CH:7]=4)[NH:12]3)[CH:17]=2)=[CH:27][CH:26]=1)=[O:34])([CH3:33])([CH3:31])[CH3:32]. The yield is 0.900. (9) The reactants are [N:1]1([C:7]([C:9]2[S:10][C:11]([NH2:14])=[CH:12][N:13]=2)=O)[CH2:6][CH2:5][O:4][CH2:3][CH2:2]1.B. The catalyst is C1COCC1. The product is [N:1]1([CH2:7][C:9]2[S:10][C:11]([NH2:14])=[CH:12][N:13]=2)[CH2:6][CH2:5][O:4][CH2:3][CH2:2]1. The yield is 0.350.